From a dataset of HIV replication inhibition screening data with 41,000+ compounds from the AIDS Antiviral Screen. Binary Classification. Given a drug SMILES string, predict its activity (active/inactive) in a high-throughput screening assay against a specified biological target. (1) The molecule is CCN1CN(c2ccccc2)C2(CCN(CCCSc3ccc(F)cc3)CC2)C1=O.Cl. The result is 0 (inactive). (2) The molecule is NCC1OC(OC2C(CO)OC(OC3C(O)C(N)CC(N)C3OC3OC(CN)C(O)C(O)C3N)C2O)C(N)C(O)C1O.NCC1OC(OC2C(CO)OC(OC3C(O)C(N)CC(N)C3OC3OC(CN)C(O)C(O)C3N)C2O)C(N)C(O)C1O.NCC1OC(OC2C(N)CC(N)C(O)C2O)C(N)C(O)C1O.O=S(=O)(O)O.O=S(=O)(O)O.O=S(=O)(O)O. The result is 0 (inactive). (3) The molecule is CCCCC1C=Cn2c(=O)oc3c(OC(C)C)c(C)c(O)c1c32. The result is 0 (inactive).